This data is from Full USPTO retrosynthesis dataset with 1.9M reactions from patents (1976-2016). The task is: Predict the reactants needed to synthesize the given product. (1) Given the product [Br:24][C:25]1[CH:30]=[CH:29][C:28]([F:32])=[C:27]([C:10]2[CH:11]=[CH:12][C:7]([S:4]([CH:1]([CH3:2])[CH3:3])(=[O:5])=[O:6])=[CH:8][C:9]=2[O:22][CH3:23])[CH:26]=1, predict the reactants needed to synthesize it. The reactants are: [CH:1]([S:4]([C:7]1[CH:12]=[CH:11][C:10](B2OC(C)(C)C(C)(C)O2)=[C:9]([O:22][CH3:23])[CH:8]=1)(=[O:6])=[O:5])([CH3:3])[CH3:2].[Br:24][C:25]1[CH:26]=[CH:27][C:28]([F:32])=[C:29](I)[CH:30]=1.C(=O)([O-])[O-].[Na+].[Na+]. (2) Given the product [CH2:1]1[C:9]2[C:4](=[CH:5][CH:6]=[CH:7][CH:8]=2)[CH2:3][CH:2]1[NH:10][C:11]1[N:12]=[C:13]2[C:18](=[CH:19][CH:20]=1)[N:17]([CH2:28][CH3:29])[CH:16]=[C:15]([C:21]([O:23][CH2:24][CH3:25])=[O:22])[C:14]2=[O:26], predict the reactants needed to synthesize it. The reactants are: [CH2:1]1[C:9]2[C:4](=[CH:5][CH:6]=[CH:7][CH:8]=2)[CH2:3][CH:2]1[NH:10][C:11]1[N:12]=[C:13]2[C:18](=[CH:19][CH:20]=1)[NH:17][CH:16]=[C:15]([C:21]([O:23][CH2:24][CH3:25])=[O:22])[C:14]2=[O:26].I[CH2:28][CH3:29].C(=O)([O-])[O-].[K+].[K+].Cl.